Dataset: Peptide-MHC class I binding affinity with 185,985 pairs from IEDB/IMGT. Task: Regression. Given a peptide amino acid sequence and an MHC pseudo amino acid sequence, predict their binding affinity value. This is MHC class I binding data. (1) The peptide sequence is NTNPIQLSSY. The MHC is HLA-A26:01 with pseudo-sequence HLA-A26:01. The binding affinity (normalized) is 0.460. (2) The peptide sequence is VEETNMITLL. The MHC is HLA-B40:01 with pseudo-sequence HLA-B40:01. The binding affinity (normalized) is 0.702.